Predict which catalyst facilitates the given reaction. From a dataset of Catalyst prediction with 721,799 reactions and 888 catalyst types from USPTO. (1) Reactant: CS(C)=O.C(Cl)(=O)C(Cl)=O.[CH:11]([C:14]1[N:18]=[C:17]([N:19]2[CH2:24][CH2:23][CH:22]([OH:25])[CH2:21][CH2:20]2)[O:16][N:15]=1)([CH3:13])[CH3:12].C(N(CC)CC)C. Product: [CH:11]([C:14]1[N:18]=[C:17]([N:19]2[CH2:20][CH2:21][C:22](=[O:25])[CH2:23][CH2:24]2)[O:16][N:15]=1)([CH3:13])[CH3:12]. The catalyst class is: 4. (2) Reactant: [CH3:1][O:2][C:3]([C:5]1[CH:13]=[C:12]2[C:8]([C:9]([CH:29]3[CH2:34][CH2:33][CH2:32][CH2:31][CH2:30]3)=[C:10]([C:20]3[CH:21]=[CH:22][CH:23]=[C:24]4[C:28]=3[NH:27][CH:26]=[CH:25]4)[N:11]2[CH2:14][CH2:15][O:16]COC)=[CH:7][CH:6]=1)=[O:4].Cl. The catalyst class is: 92. Product: [CH3:1][O:2][C:3]([C:5]1[CH:13]=[C:12]2[C:8]([C:9]([CH:29]3[CH2:34][CH2:33][CH2:32][CH2:31][CH2:30]3)=[C:10]([C:20]3[CH:21]=[CH:22][CH:23]=[C:24]4[C:28]=3[NH:27][CH:26]=[CH:25]4)[N:11]2[CH2:14][CH2:15][OH:16])=[CH:7][CH:6]=1)=[O:4]. (3) Reactant: Cl.[C:2]([O:6][C:7](=[O:14])[C@H:8]([C:10]([CH3:13])([CH3:12])[CH3:11])[NH2:9])([CH3:5])([CH3:4])[CH3:3].C(N(CC)CC)C.[CH3:22][O:23][CH2:24][C:25](Cl)=[O:26]. Product: [CH3:22][O:23][CH2:24][C:25]([NH:9][C@@H:8]([C:10]([CH3:13])([CH3:12])[CH3:11])[C:7]([O:6][C:2]([CH3:5])([CH3:4])[CH3:3])=[O:14])=[O:26]. The catalyst class is: 1. (4) Reactant: [Cl:1][C:2]1[CH:23]=[CH:22][C:5]([C:6]([C:8]2[CH:13]=[CH:12][C:11]([N:14]3[C:19](=[O:20])[NH:18][C:17](=[O:21])[CH:16]=[N:15]3)=[CH:10][CH:9]=2)=[O:7])=[CH:4][CH:3]=1.[OH-].[Na+].[BH4-].[Na+].Cl. Product: [Cl:1][C:2]1[CH:23]=[CH:22][C:5]([CH:6]([OH:7])[C:8]2[CH:9]=[CH:10][C:11]([N:14]3[C:19](=[O:20])[NH:18][C:17](=[O:21])[CH:16]=[N:15]3)=[CH:12][CH:13]=2)=[CH:4][CH:3]=1. The catalyst class is: 97. (5) Reactant: [F:1][C:2]1[CH:24]=[CH:23][CH:22]=[CH:21][C:3]=1[O:4][C:5]1[C:18](=[O:19])[N:17]([CH3:20])[C:8]2[N:9]=[C:10](S(C)(=O)=O)[N:11]=[CH:12][C:7]=2[CH:6]=1.[CH2:25]([CH:27]([NH2:34])[C:28]1[CH:33]=[CH:32][CH:31]=[CH:30][CH:29]=1)[CH3:26]. Product: [F:1][C:2]1[CH:24]=[CH:23][CH:22]=[CH:21][C:3]=1[O:4][C:5]1[C:18](=[O:19])[N:17]([CH3:20])[C:8]2[N:9]=[C:10]([NH:34][CH:27]([C:28]3[CH:33]=[CH:32][CH:31]=[CH:30][CH:29]=3)[CH2:25][CH3:26])[N:11]=[CH:12][C:7]=2[CH:6]=1. The catalyst class is: 60.